This data is from Full USPTO retrosynthesis dataset with 1.9M reactions from patents (1976-2016). The task is: Predict the reactants needed to synthesize the given product. Given the product [Cl:23][C:20]1[CH:19]=[CH:18][C:17]([O:16][CH:14]2[CH2:15][N:12]([CH2:10][CH2:9][C:8]([NH2:7])([CH3:25])[CH3:24])[CH2:13]2)=[CH:22][CH:21]=1, predict the reactants needed to synthesize it. The reactants are: C(OC(=O)[NH:7][C:8]([CH3:25])([CH3:24])[CH2:9][C:10]([N:12]1[CH2:15][CH:14]([O:16][C:17]2[CH:22]=[CH:21][C:20]([Cl:23])=[CH:19][CH:18]=2)[CH2:13]1)=O)(C)(C)C.[H-].[H-].[H-].[H-].[Li+].[Al+3].